This data is from Forward reaction prediction with 1.9M reactions from USPTO patents (1976-2016). The task is: Predict the product of the given reaction. (1) Given the reactants [N+:1]([C:4]1[CH:5]=[C:6]([C:10](=[O:14])[C@H:11](O)[CH3:12])[CH:7]=[CH:8][CH:9]=1)([O-:3])=[O:2].CN(C1C2C(N(C)C)=CC=CC=2C=CC=1)C.S(OS(C(F)(F)F)(=O)=O)(C(F)(F)F)(=O)=O.[NH2:46][C:47]([CH3:51])([CH3:50])[CH2:48][OH:49], predict the reaction product. The product is: [N+:1]([C:4]1[CH:5]=[C:6]([C@:10]2([OH:14])[O:49][CH2:48][C:47]([CH3:51])([CH3:50])[NH:46][C@H:11]2[CH3:12])[CH:7]=[CH:8][CH:9]=1)([O-:3])=[O:2]. (2) The product is: [C:3]([O:10][C@@H:9]1[C@@H:7]([O:8][C:5](=[O:6])[CH3:7])[C@H:5]([O:6][C:9](=[O:10])[CH3:11])[C@@H:3]([CH3:2])[O:4][C@@H:11]1[Br:12])(=[O:4])[CH3:2]. Given the reactants O=[CH:2][C@@H:3]([C@H:5]([C@@H:7]([C@@H:9]([CH3:11])[OH:10])[OH:8])[OH:6])[OH:4].[BrH:12], predict the reaction product. (3) Given the reactants FC1C=C([CH:8]2[CH2:17][CH2:16][C:15]3[C:10](=[CH:11][CH:12]=[C:13]([OH:18])[CH:14]=3)[O:9]2)C=CC=1.[N+](C1C=C(C2CC(O)C3C(=CC=C(O)C=3)O2)C=CC=1)([O-])=O, predict the reaction product. The product is: [O:9]1[C:10]2[C:15](=[CH:14][C:13]([OH:18])=[CH:12][CH:11]=2)[CH2:16][CH2:17][CH2:8]1. (4) The product is: [C:37]([O:26][CH2:25][CH2:24][N:21]1[CH2:22][CH2:23][N:18]([C:6]2[C:7]([C:16]#[N:17])=[C:8]3[CH2:13][C:12]([CH3:14])([CH3:15])[O:11][CH2:10][C:9]3=[C:4]([CH:1]3[CH2:2][CH2:3]3)[N:5]=2)[CH2:19][C@H:20]1[CH:27]([CH3:29])[CH3:28])(=[O:39])[CH3:38]. Given the reactants [CH:1]1([C:4]2[C:9]3[CH2:10][O:11][C:12]([CH3:15])([CH3:14])[CH2:13][C:8]=3[C:7]([C:16]#[N:17])=[C:6]([N:18]3[CH2:23][CH2:22][N:21]([CH2:24][CH2:25][OH:26])[C@H:20]([CH:27]([CH3:29])[CH3:28])[CH2:19]3)[N:5]=2)[CH2:3][CH2:2]1.C(N(CC)CC)C.[C:37](Cl)(=[O:39])[CH3:38], predict the reaction product. (5) The product is: [Br:1][C:2]1([CH3:8])[CH:7]=[C:6]([CH3:10])[CH:5]=[CH:4][NH:3]1. Given the reactants [Br:1][C:2]1([CH3:8])[CH:7]=[CH:6][CH:5]=[CH:4][NH:3]1.N[C:10]1(C)C=C(C)C=CN1, predict the reaction product. (6) Given the reactants [CH2:1]1[S:9](=[O:11])(=[O:10])[O:8][CH2:7][CH2:6][O:5][S:2]1(=[O:4])=[O:3].[H-].[Na+].Cl[CH2:15][C:16]1[C:25]2[C:20](=CC=C[CH:24]=2)[CH:19]=[CH:18][CH:17]=1.[Na+].[I-].[CH2:28]([CH2:31]OC)OC, predict the reaction product. The product is: [CH:24]1[C:25]2[C:16](=[CH:17][CH:18]=[CH:19][CH:20]=2)[CH:15]=[CH:6][C:7]=1[O:8][S:9]([CH:1]([S:2]([OH:5])(=[O:4])=[O:3])[CH3:28])(=[O:11])=[O:10].[CH2:28]=[CH2:31]. (7) Given the reactants [CH3:1][CH:2]([C:4]1[NH:8][C:7]2[CH2:9][CH2:10][CH2:11][CH2:12][C:13](=[O:14])[C:6]=2[N:5]=1)[CH3:3].[Cl:15][C:16]1[CH:17]=[C:18]([CH:21]=[CH:22][C:23]=1[Cl:24])[CH2:19]Br.C1(C)C=CC=CC=1.[NH4+].[Cl-], predict the reaction product. The product is: [Cl:15][C:16]1[CH:17]=[C:18]([CH2:19][N:5]2[C:6]3[C:13](=[O:14])[CH2:12][CH2:11][CH2:10][CH2:9][C:7]=3[N:8]=[C:4]2[CH:2]([CH3:1])[CH3:3])[CH:21]=[CH:22][C:23]=1[Cl:24].